From a dataset of Forward reaction prediction with 1.9M reactions from USPTO patents (1976-2016). Predict the product of the given reaction. (1) Given the reactants [CH3:1][C:2]1[CH:7]=[C:6]([N:8]2[CH2:13][CH2:12][N:11]([N:14]=O)[CH2:10][CH2:9]2)[CH:5]=[CH:4][N:3]=1, predict the reaction product. The product is: [CH3:1][C:2]1[CH:7]=[C:6]([N:8]2[CH2:9][CH2:10][N:11]([NH2:14])[CH2:12][CH2:13]2)[CH:5]=[CH:4][N:3]=1. (2) Given the reactants COC[O:4][C:5]1[CH:9]=[C:8]([C:10]2[CH:15]=[CH:14][C:13]([OH:16])=[CH:12][CH:11]=2)[O:7][N:6]=1.[CH:17]([O:20][C:21]1[CH:22]=[C:23]([CH:27]([CH3:30])[CH2:28]O)[CH:24]=[CH:25][CH:26]=1)([CH3:19])[CH3:18].C1(P(C2C=CC=CC=2)C2C=CC=CC=2)C=CC=CC=1.N(C(OC(C)C)=O)=NC(OC(C)C)=O, predict the reaction product. The product is: [CH:17]([O:20][C:21]1[CH:22]=[C:23]([CH:27]([CH3:30])[CH2:28][O:16][C:13]2[CH:12]=[CH:11][C:10]([C:8]3[O:7][N:6]=[C:5]([OH:4])[CH:9]=3)=[CH:15][CH:14]=2)[CH:24]=[CH:25][CH:26]=1)([CH3:19])[CH3:18]. (3) Given the reactants C([O:3][C:4]([C:6]1[C:14]2[CH2:13][CH2:12][N:11]([C:15]3[CH:20]=[CH:19][C:18]([N:21]4[CH:26]=[CH:25][CH:24]=[CH:23][C:22]4=[O:27])=[CH:17][CH:16]=3)[C:10](=[O:28])[C:9]=2[N:8]([C:29]2[CH:34]=[CH:33][C:32]([O:35][CH3:36])=[CH:31][CH:30]=2)[N:7]=1)=O)C.[Li+].[BH4-], predict the reaction product. The product is: [OH:3][CH2:4][C:6]1[C:14]2[CH2:13][CH2:12][N:11]([C:15]3[CH:20]=[CH:19][C:18]([N:21]4[CH:26]=[CH:25][CH:24]=[CH:23][C:22]4=[O:27])=[CH:17][CH:16]=3)[C:10](=[O:28])[C:9]=2[N:8]([C:29]2[CH:30]=[CH:31][C:32]([O:35][CH3:36])=[CH:33][CH:34]=2)[N:7]=1.